This data is from Forward reaction prediction with 1.9M reactions from USPTO patents (1976-2016). The task is: Predict the product of the given reaction. (1) Given the reactants [N+]([O-])([O-])=O.[Ag+:5].[Na].[CH3:7][CH2:8][CH2:9][CH2:10][CH:11]([CH2:14][O:15][C:16]([CH2:18][CH:19]([S:31]([OH:34])(=[O:33])=[O:32])[C:20]([O:22][CH2:23][CH:24]([CH2:27][CH2:28][CH2:29][CH3:30])[CH2:25][CH3:26])=[O:21])=[O:17])[CH2:12][CH3:13].CCCCC(COC(CC(S(O)(=O)=O)C(OCC(CCCC)CC)=O)=O)CC, predict the reaction product. The product is: [Ag:5].[CH3:7][CH2:8][CH2:9][CH2:10][CH:11]([CH2:14][O:15][C:16]([CH2:18][CH:19]([S:31]([OH:34])(=[O:33])=[O:32])[C:20]([O:22][CH2:23][CH:24]([CH2:27][CH2:28][CH2:29][CH3:30])[CH2:25][CH3:26])=[O:21])=[O:17])[CH2:12][CH3:13]. (2) Given the reactants [C:1]1([S:7]([NH:10][C:11]2[S:15][C:14]3C[CH2:17][CH2:18][CH2:19][C:13]=3[C:12]=2[C:20]([O:22][CH2:23][CH3:24])=[O:21])(=[O:9])=[O:8])[CH:6]=[CH:5][CH:4]=[CH:3][CH:2]=1.NC1SC2CCCC=2C=1C(OCC)=O.C1(S(Cl)(=O)=O)C=CC=CC=1, predict the reaction product. The product is: [C:1]1([S:7]([NH:10][C:11]2[S:15][C:14]3[CH2:17][CH2:18][CH2:19][C:13]=3[C:12]=2[C:20]([O:22][CH2:23][CH3:24])=[O:21])(=[O:9])=[O:8])[CH:6]=[CH:5][CH:4]=[CH:3][CH:2]=1. (3) Given the reactants [C:1]([C:5]1[N:6]=[C:7]([N:16]2[CH2:20][CH2:19][C:18]([F:22])([F:21])[CH2:17]2)[C:8]2[C:9](=[N:11][N:12]([CH2:14][CH3:15])[N:13]=2)[N:10]=1)([CH3:4])([CH3:3])[CH3:2].C(C1N=C(N2CCC(F)(F)C2)C2N=NNC=2N=1)(C)(C)C.BrC1C[S:46](=[O:49])(=[O:48])[CH2:45]1, predict the reaction product. The product is: [C:1]([C:5]1[N:6]=[C:7]([N:16]2[CH2:20][CH2:19][C:18]([F:21])([F:22])[CH2:17]2)[C:8]2[C:9](=[N:11][N:12]([CH:14]3[CH2:45][S:46](=[O:49])(=[O:48])[CH2:15]3)[N:13]=2)[N:10]=1)([CH3:2])([CH3:3])[CH3:4]. (4) Given the reactants [CH:1]([C:4]1[CH:9]=[CH:8][C:7]([CH2:10][C:11]([OH:13])=O)=[CH:6][CH:5]=1)([CH3:3])[CH3:2].[Cl-].[C:15]([CH:17]([C:19]1[CH:24]=[CH:23][CH:22]=[CH:21][CH:20]=1)[NH3+:18])#[N:16].Cl.CN(C)CCCN=C=NCC.ON1C2N=CC=CC=2N=N1.C(N(CC)CC)C, predict the reaction product. The product is: [C:15]([CH:17]([C:19]1[CH:24]=[CH:23][CH:22]=[CH:21][CH:20]=1)[NH:18][C:11](=[O:13])[CH2:10][C:7]1[CH:6]=[CH:5][C:4]([CH:1]([CH3:2])[CH3:3])=[CH:9][CH:8]=1)#[N:16]. (5) Given the reactants [F:1][C:2]([F:33])([F:32])S(O[C:7]1[CH:20]=[C:19]2[C:10]([O:11][C:12]3[CH:13]=[CH:14][C:15]([C:26]4[CH2:27][CH2:28][O:29][CH2:30][CH:31]=4)=[CH:16][C:17]=3[C@@:18]32[CH2:24][O:23][C:22]([NH2:25])=[N:21]3)=[CH:9][CH:8]=1)(=O)=O.[F:34][C:35]1[C:40](B(O)O)=[CH:39][CH:38]=[CH:37][N:36]=1.CN(C=O)C.[C:49](=O)([O-:51])[O-:50].[Na+].[Na+], predict the reaction product. The product is: [F:33][C:2]([F:1])([F:32])[C:49]([OH:51])=[O:50].[O:29]1[CH2:30][CH:31]=[C:26]([C:15]2[CH:14]=[CH:13][C:12]3[O:11][C:10]4[C:19](=[CH:20][C:7]([C:40]5[C:35]([F:34])=[N:36][CH:37]=[CH:38][CH:39]=5)=[CH:8][CH:9]=4)[C@@:18]4([CH2:24][O:23][C:22]([NH2:25])=[N:21]4)[C:17]=3[CH:16]=2)[CH2:27][CH2:28]1. (6) The product is: [CH:9]([C:2]1[CH:3]=[C:4]([CH:7]=[O:8])[S:5][CH:6]=1)=[CH2:10]. Given the reactants Br[C:2]1[CH:3]=[C:4]([CH:7]=[O:8])[S:5][CH:6]=1.[CH:9]([Sn](CCCC)(CCCC)CCCC)=[CH2:10], predict the reaction product.